Dataset: Reaction yield outcomes from USPTO patents with 853,638 reactions. Task: Predict the reaction yield, written as a fraction of the theoretical maximum amount of product (1.0 means a 100% yield; for example, 0.34 means a 34% yield). (1) The reactants are [CH2:1]([NH2:4])[C:2]#[CH:3].C(N(CC)C(C)C)(C)C.[N+:14]([C:17]1[CH:22]=[CH:21][CH:20]=[CH:19][C:18]=1[S:23](Cl)(=[O:25])=[O:24])([O-:16])=[O:15]. The catalyst is C(Cl)Cl. The product is [N+:14]([C:17]1[CH:22]=[CH:21][CH:20]=[CH:19][C:18]=1[S:23]([NH:4][CH2:1][C:2]#[CH:3])(=[O:25])=[O:24])([O-:16])=[O:15]. The yield is 0.840. (2) The reactants are [Cl:1][C:2]1[CH:3]=[C:4]([C:12]2[O:16][N:15]=[C:14]([C:17]3[C:18]([CH3:31])=[C:19]4[C:24](=[CH:25][CH:26]=3)[CH2:23][N:22]([CH2:27][C:28]([OH:30])=O)[CH2:21][CH2:20]4)[N:13]=2)[CH:5]=[CH:6][C:7]=1[O:8][CH:9]([CH3:11])[CH3:10].CCN(C(C)C)C(C)C.CN(C(ON1N=NC2C=CC=NC1=2)=[N+](C)C)C.F[P-](F)(F)(F)(F)F.[NH2:65][CH:66]([CH2:69][OH:70])[CH2:67][OH:68]. The catalyst is CN(C=O)C.CN1C(=O)CCC1. The product is [ClH:1].[Cl:1][C:2]1[CH:3]=[C:4]([C:12]2[O:16][N:15]=[C:14]([C:17]3[C:18]([CH3:31])=[C:19]4[C:24](=[CH:25][CH:26]=3)[CH2:23][N:22]([CH2:27][C:28]([NH:65][CH:66]([CH2:69][OH:70])[CH2:67][OH:68])=[O:30])[CH2:21][CH2:20]4)[N:13]=2)[CH:5]=[CH:6][C:7]=1[O:8][CH:9]([CH3:10])[CH3:11]. The yield is 0.340. (3) The reactants are [Cl:1][C:2]1[N:12]=[CH:11][C:5]2[O:6][CH2:7][C:8](=O)[NH:9][C:4]=2[CH:3]=1. The catalyst is C1COCC1. The product is [Cl:1][C:2]1[N:12]=[CH:11][C:5]2[O:6][CH2:7][CH2:8][NH:9][C:4]=2[CH:3]=1. The yield is 0.740. (4) The reactants are FC(F)(F)S(O[C:7]1[CH:16]=[CH:15][CH:14]=[C:13]2[C:8]=1[CH:9]=[CH:10][C:11]([CH3:17])=[N:12]2)(=O)=O.[B:20]1([B:20]2[O:24][C:23]([CH3:26])([CH3:25])[C:22]([CH3:28])([CH3:27])[O:21]2)[O:24][C:23]([CH3:26])([CH3:25])[C:22]([CH3:28])([CH3:27])[O:21]1.C([O-])(=O)C.[K+]. The catalyst is O1CCOCC1.C1(P(C2C=CC=CC=2)[C-]2C=CC=C2)C=CC=CC=1.[C-]1(P(C2C=CC=CC=2)C2C=CC=CC=2)C=CC=C1.[Fe+2]. The product is [CH3:17][C:11]1[CH:10]=[CH:9][C:8]2[C:13](=[CH:14][CH:15]=[CH:16][C:7]=2[B:20]2[O:24][C:23]([CH3:26])([CH3:25])[C:22]([CH3:28])([CH3:27])[O:21]2)[N:12]=1. The yield is 0.810. (5) The reactants are [CH2:1]([O:8][C:9]1[CH:17]=[CH:16][CH:15]=[CH:14][C:10]=1[C:11]([OH:13])=O)[C:2]1[CH:7]=[CH:6][CH:5]=[CH:4][CH:3]=1.C(Cl)(=O)C(Cl)=O.[Cl:24][C:25]1[C:30]([NH2:31])=[CH:29][CH:28]=[C:27]([C:32]([F:35])([F:34])[F:33])[N:26]=1.C(N(CC)CC)C. The catalyst is C1COCC1.CN(C=O)C.C1(C)C=CC=CC=1. The product is [CH2:1]([O:8][C:9]1[CH:17]=[CH:16][CH:15]=[CH:14][C:10]=1[C:11]([NH:31][C:30]1[C:25]([Cl:24])=[N:26][C:27]([C:32]([F:34])([F:33])[F:35])=[CH:28][CH:29]=1)=[O:13])[C:2]1[CH:3]=[CH:4][CH:5]=[CH:6][CH:7]=1. The yield is 0.730. (6) The reactants are [I:1][C:2]1[CH:7]=[CH:6][C:5]([OH:8])=[CH:4][CH:3]=1.Br[CH2:10][CH2:11][O:12][CH3:13].C(=O)([O-])[O-].[K+].[K+]. The catalyst is CN(C)C=O. The product is [I:1][C:2]1[CH:7]=[CH:6][C:5]([O:8][CH2:10][CH2:11][O:12][CH3:13])=[CH:4][CH:3]=1. The yield is 0.240. (7) The reactants are [N:1]1[C:10]2[C:5](=[CH:6][C:7]([CH2:11][N:12]3[C:16]4=[N:17][C:18]([C:21](=O)[CH3:22])=[CH:19][N:20]=[C:15]4[N:14]=[N:13]3)=[CH:8][CH:9]=2)[CH:4]=[CH:3][CH:2]=1.Cl.[CH3:25][O:26][NH2:27].C(N(CC)CC)C. The catalyst is CO. The product is [CH3:25][O:26]/[N:27]=[C:21](/[C:18]1[N:17]=[C:16]2[N:12]([CH2:11][C:7]3[CH:6]=[C:5]4[C:10](=[CH:9][CH:8]=3)[N:1]=[CH:2][CH:3]=[CH:4]4)[N:13]=[N:14][C:15]2=[N:20][CH:19]=1)\[CH3:22]. The yield is 0.690. (8) The reactants are [CH3:1][O:2][C:3]([CH:5]([CH:12]1[NH:17][CH2:16][CH2:15][CH2:14][CH2:13]1)[C:6]1[CH:7]=[CH:8][CH:9]=[CH:10][CH:11]=1)=[O:4].Cl.Cl[C:20]([O:22][CH2:23][Cl:24])=[O:21]. The catalyst is C(Cl)Cl.CN(C)C1C=CN=CC=1. The product is [CH3:1][O:2][C:3](=[O:4])[CH:5]([CH:12]1[CH2:13][CH2:14][CH2:15][CH2:16][N:17]1[C:20]([O:22][CH2:23][Cl:24])=[O:21])[C:6]1[CH:11]=[CH:10][CH:9]=[CH:8][CH:7]=1. The yield is 0.800.